This data is from Reaction yield outcomes from USPTO patents with 853,638 reactions. The task is: Predict the reaction yield, written as a fraction of the theoretical maximum amount of product (1.0 means a 100% yield; for example, 0.34 means a 34% yield). (1) The reactants are [N+:1]([C:4]1[CH:9]=[CH:8][C:7]([C@H:10]([NH:12][C:13](=[O:19])[O:14][C:15]([CH3:18])([CH3:17])[CH3:16])[CH3:11])=[CH:6][CH:5]=1)([O-])=O. The catalyst is CO.[Pd]. The product is [NH2:1][C:4]1[CH:9]=[CH:8][C:7]([C@H:10]([NH:12][C:13](=[O:19])[O:14][C:15]([CH3:18])([CH3:17])[CH3:16])[CH3:11])=[CH:6][CH:5]=1. The yield is 0.780. (2) The reactants are [NH2:1][C:2]1[C:7]([NH2:8])=[CH:6][CH:5]=[CH:4][C:3]=1[OH:9].[C:10](N1C=CN=C1)(N1C=CN=C1)=[O:11]. The catalyst is C1COCC1. The product is [OH:9][C:3]1[C:2]2[NH:1][C:10](=[O:11])[NH:8][C:7]=2[CH:6]=[CH:5][CH:4]=1. The yield is 0.530. (3) The reactants are CO[C:3](=[O:12])[C:4]1[CH:9]=[CH:8][CH:7]=[CH:6][C:5]=1[CH2:10]Br.[Cl:13][C:14]1[CH:19]=[CH:18][C:17]([CH2:20][CH2:21][CH2:22][NH2:23])=[CH:16][CH:15]=1.C([O-])([O-])=O.[K+].[K+].C(OCC)(=O)C. The catalyst is C1(C)C=CC=CC=1.CCCCCC. The product is [Cl:13][C:14]1[CH:15]=[CH:16][C:17]([CH2:20][CH2:21][CH2:22][N:23]2[CH2:10][C:5]3[C:4](=[CH:9][CH:8]=[CH:7][CH:6]=3)[C:3]2=[O:12])=[CH:18][CH:19]=1. The yield is 0.230. (4) The reactants are [CH3:1][C:2](C)([O-])[CH3:3].[K+].[O:7]([CH2:11][CH2:12][OH:13])[CH2:8][CH2:9][OH:10].C(Br)C#C. The catalyst is C1COCC1.C1(C)C=CC=CC=1.[Cl-].[Na+].O.O. The product is [CH2:3]([O:10][CH2:9][CH2:8][O:7][CH2:11][CH2:12][OH:13])[C:2]#[CH:1]. The yield is 0.300.